Dataset: Catalyst prediction with 721,799 reactions and 888 catalyst types from USPTO. Task: Predict which catalyst facilitates the given reaction. (1) The catalyst class is: 32. Reactant: [Cl:1][C:2]1[N:3]=[C:4](Cl)[C:5]2[CH2:10][CH2:9][C:8](C)(C)[C:6]=2[N:7]=1.C(N(CC)C(C)C)(C)C.[N:23]1[C:28]([NH2:29])=[CH:27][CH:26]=[CH:25][C:24]=1[NH2:30]. Product: [Cl:1][C:2]1[N:3]=[C:4]([NH:30][C:24]2[CH:25]=[CH:26][CH:27]=[C:28]([NH2:29])[N:23]=2)[C:5]2[CH2:10][CH2:9][CH2:8][C:6]=2[N:7]=1. (2) Product: [ClH:2].[ClH:1].[CH:20]1([C:9]2[NH:8][C:7]3[C:6]4=[N:5][CH:4]([CH2:3][N:25]5[CH2:30][CH2:29][CH2:28][CH2:27][CH2:26]5)[CH2:15][N:14]4[C:13](=[O:16])[N:12]([CH2:17][CH2:18][CH3:19])[C:11]=3[N:10]=2)[CH2:24][CH2:23][CH2:22][CH2:21]1. Reactant: [ClH:1].[Cl:2][CH2:3][CH:4]1[CH2:15][N:14]2[C:6]([C:7]3[NH:8][C:9]([CH:20]4[CH2:24][CH2:23][CH2:22][CH2:21]4)=[N:10][C:11]=3[N:12]([CH2:17][CH2:18][CH3:19])[C:13]2=[O:16])=[N:5]1.[NH:25]1[CH2:30][CH2:29][CH2:28][CH2:27][CH2:26]1.O. The catalyst class is: 16. (3) Reactant: Br[C:2]1[CH:3]=[C:4]([NH:11][C:12](=[O:29])[CH2:13][CH2:14][C:15]([C:17]2[CH:22]=[CH:21][C:20]([O:23][CH2:24][CH3:25])=[C:19]([O:26][CH2:27][CH3:28])[CH:18]=2)=[O:16])[S:5][C:6]=1[CH2:7][CH2:8][CH2:9][CH3:10].[C:30]1(C)[CH:35]=[CH:34][CH:33]=[CH:32][CH:31]=1.C1(B(O)O)C=CC=CC=1.C(=O)([O-])[O-].[K+].[K+]. Product: [CH2:7]([C:6]1[S:5][C:4]([NH:11][C:12](=[O:29])[CH2:13][CH2:14][C:15]([C:17]2[CH:22]=[CH:21][C:20]([O:23][CH2:24][CH3:25])=[C:19]([O:26][CH2:27][CH3:28])[CH:18]=2)=[O:16])=[CH:3][C:2]=1[C:30]1[CH:35]=[CH:34][CH:33]=[CH:32][CH:31]=1)[CH2:8][CH2:9][CH3:10]. The catalyst class is: 103. (4) Reactant: [F:1][C:2]1[CH:3]=[C:4]([NH2:11])[C:5]2[O:9][CH2:8][CH2:7][C:6]=2[CH:10]=1.Cl[CH2:13][CH2:14][N:15]([CH2:23][CH2:24]Cl)[CH2:16][C:17]1[CH:22]=[CH:21][CH:20]=[CH:19][CH:18]=1. Product: [CH2:16]([N:15]1[CH2:23][CH2:24][N:11]([C:4]2[C:5]3[O:9][CH2:8][CH2:7][C:6]=3[CH:10]=[C:2]([F:1])[CH:3]=2)[CH2:13][CH2:14]1)[C:17]1[CH:22]=[CH:21][CH:20]=[CH:19][CH:18]=1. The catalyst class is: 51.